From a dataset of Forward reaction prediction with 1.9M reactions from USPTO patents (1976-2016). Predict the product of the given reaction. The product is: [CH2:12]([O:11][C:9]([N:6]1[CH2:7][CH2:8][CH:3]([CH2:2][NH:1][C:25]2[C:20]([Cl:19])=[N:21][CH:22]=[CH:23][N:24]=2)[CH2:4][CH2:5]1)=[O:10])[C:13]1[CH:14]=[CH:15][CH:16]=[CH:17][CH:18]=1. Given the reactants [NH2:1][CH2:2][CH:3]1[CH2:8][CH2:7][N:6]([C:9]([O:11][CH2:12][C:13]2[CH:18]=[CH:17][CH:16]=[CH:15][CH:14]=2)=[O:10])[CH2:5][CH2:4]1.[Cl:19][C:20]1[C:25](Cl)=[N:24][CH:23]=[CH:22][N:21]=1, predict the reaction product.